From a dataset of Forward reaction prediction with 1.9M reactions from USPTO patents (1976-2016). Predict the product of the given reaction. (1) Given the reactants [Cl:1][C:2]1[CH:19]=[CH:18][C:5]([C:6]([NH:8][C:9]2[CH:17]=[CH:16][C:12]([C:13]([OH:15])=[O:14])=[CH:11][CH:10]=2)=[O:7])=[CH:4][C:3]=1[NH:20][S:21]([C:24]1[CH:29]=[CH:28][C:27]([Cl:30])=[C:26]([Cl:31])[CH:25]=1)(=[O:23])=[O:22].Cl[C:33]1C=C(S(Cl)(=O)=O)C=C[C:38]=1Cl, predict the reaction product. The product is: [CH2:33]([O:14][C:13](=[O:15])[C:12]1[CH:11]=[CH:10][C:9]([NH:8][C:6](=[O:7])[C:5]2[CH:18]=[CH:19][C:2]([Cl:1])=[C:3]([NH:20][S:21]([C:24]3[CH:29]=[CH:28][C:27]([Cl:30])=[C:26]([Cl:31])[CH:25]=3)(=[O:22])=[O:23])[CH:4]=2)=[CH:17][CH:16]=1)[CH3:38]. (2) Given the reactants [NH2:1][C:2]1[C:7]([C:8]([NH2:10])=[O:9])=[C:6]([N:11]2[CH2:16][CH2:15][CH:14]([C:17]3[N:18]([CH3:33])[CH:19]=[C:20]([C:22]4[CH:27]=[CH:26][C:25]([F:28])=[C:24]([C:29](F)(F)F)[CH:23]=4)[N:21]=3)[CH2:13][CH2:12]2)[N:5]=[CH:4][N:3]=1.NC1C(C#N)=C(N2CCC(C3N(C[CH2:63][N:64]([CH:66]([CH3:68])[CH3:67])[CH3:65])C=C(C4C=CC(F)=C(C)C=4)N=3)CC2)N=CN=1, predict the reaction product. The product is: [NH2:1][C:2]1[C:7]([C:8]([NH2:10])=[O:9])=[C:6]([N:11]2[CH2:16][CH2:15][CH:14]([C:17]3[N:18]([CH2:33][CH2:63][N:64]([CH:66]([CH3:68])[CH3:67])[CH3:65])[CH:19]=[C:20]([C:22]4[CH:27]=[CH:26][C:25]([F:28])=[C:24]([CH3:29])[CH:23]=4)[N:21]=3)[CH2:13][CH2:12]2)[N:5]=[CH:4][N:3]=1. (3) Given the reactants [CH2:1]([N:3]1[C:11]2[CH:10]=[C:9]3[NH:12][C:13]([C:15]4[C:23]5[C:18](=[CH:19][CH:20]=[C:21]([N+:24]([O-])=O)[CH:22]=5)[NH:17][N:16]=4)=[N:14][C:8]3=[CH:7][C:6]=2[C:5]([CH3:28])([CH3:27])[C:4]1=[O:29])[CH3:2].C1COCC1, predict the reaction product. The product is: [NH2:24][C:21]1[CH:22]=[C:23]2[C:18](=[CH:19][CH:20]=1)[NH:17][N:16]=[C:15]2[C:13]1[NH:12][C:9]2[C:8]([N:14]=1)=[CH:7][C:6]1[C:5]([CH3:28])([CH3:27])[C:4](=[O:29])[N:3]([CH2:1][CH3:2])[C:11]=1[CH:10]=2.